From a dataset of Full USPTO retrosynthesis dataset with 1.9M reactions from patents (1976-2016). Predict the reactants needed to synthesize the given product. Given the product [N:25]1([CH2:32][CH2:33][O:34][C:35]2[CH:43]=[CH:42][C:38]([CH2:39][CH2:2][CH2:1][NH:3][C:4]3[CH:9]=[C:8]([OH:10])[CH:7]=[CH:6][C:5]=3[CH:12]3[CH2:21][CH2:20][C:19]4[CH:18]=[C:17]([OH:22])[CH:16]=[CH:15][C:14]=4[CH2:13]3)=[CH:37][CH:36]=2)[CH2:31][CH2:30][CH2:29][CH2:28][CH2:27][CH2:26]1, predict the reactants needed to synthesize it. The reactants are: [CH2:1]([NH:3][C:4]1[CH:9]=[C:8]([O:10]C)[CH:7]=[CH:6][C:5]=1[CH:12]1[CH2:21][CH2:20][C:19]2[C:14](=[CH:15][CH:16]=[C:17]([O:22]C)[CH:18]=2)[CH2:13]1)[CH3:2].Cl.[N:25]1([CH2:32][CH2:33][O:34][C:35]2[CH:43]=[CH:42][C:38]([C:39](Cl)=O)=[CH:37][CH:36]=2)[CH2:31][CH2:30][CH2:29][CH2:28][CH2:27][CH2:26]1.